From a dataset of Forward reaction prediction with 1.9M reactions from USPTO patents (1976-2016). Predict the product of the given reaction. Given the reactants [NH2:1][C:2]1[CH:3]=[C:4]([CH:17]=[CH:18][CH:19]=1)[O:5][C:6]1[C:15]2[N:14]=[CH:13][C:12](=[O:16])[NH:11][C:10]=2[N:9]=[CH:8][CH:7]=1.C(N(C(C)C)CC)(C)C.[F:29][C:30]([F:42])([F:41])[O:31][C:32]1[CH:33]=[C:34]([CH:38]=[CH:39][CH:40]=1)[C:35](Cl)=[O:36], predict the reaction product. The product is: [O:16]=[C:12]1[NH:11][C:10]2[N:9]=[CH:8][CH:7]=[C:6]([O:5][C:4]3[CH:3]=[C:2]([NH:1][C:35](=[O:36])[C:34]4[CH:38]=[CH:39][CH:40]=[C:32]([O:31][C:30]([F:29])([F:41])[F:42])[CH:33]=4)[CH:19]=[CH:18][CH:17]=3)[C:15]=2[N:14]=[CH:13]1.